Dataset: TCR-epitope binding with 47,182 pairs between 192 epitopes and 23,139 TCRs. Task: Binary Classification. Given a T-cell receptor sequence (or CDR3 region) and an epitope sequence, predict whether binding occurs between them. (1) The TCR CDR3 sequence is CASSPRKRGGLGDTQYF. Result: 0 (the TCR does not bind to the epitope). The epitope is LLFGYPVYV. (2) The epitope is KLPDDFTGCV. The TCR CDR3 sequence is CASSLGDRGTDTQYF. Result: 1 (the TCR binds to the epitope). (3) Result: 1 (the TCR binds to the epitope). The epitope is FTISVTTEIL. The TCR CDR3 sequence is CASSLDATTVYGYTF. (4) The epitope is LLFNKVTLA. The TCR CDR3 sequence is CSIGEGGVVSYEQYF. Result: 0 (the TCR does not bind to the epitope). (5) The epitope is FSKQLQQSM. The TCR CDR3 sequence is CASSYRGYEQYF. Result: 0 (the TCR does not bind to the epitope).